This data is from Peptide-MHC class II binding affinity with 134,281 pairs from IEDB. The task is: Regression. Given a peptide amino acid sequence and an MHC pseudo amino acid sequence, predict their binding affinity value. This is MHC class II binding data. (1) The peptide sequence is VCGMFTNRSGSQQ. The MHC is HLA-DPA10201-DPB11401 with pseudo-sequence HLA-DPA10201-DPB11401. The binding affinity (normalized) is 0. (2) The peptide sequence is DVLREPHLYTFSFRN. The MHC is DRB4_0101 with pseudo-sequence DRB4_0103. The binding affinity (normalized) is 0.425.